Dataset: Kinase inhibitor bioactivity data combining Ki, Kd, and IC50 measurements. Task: Regression. Given a target protein amino acid sequence and a drug SMILES string, predict the binding affinity score between them. We predict KIBA score (integrated kinase binding score). Dataset: kiba. (1) The compound is O=C(Nc1cc(-c2c[nH]c3ncccc23)cc(Cl)n1)c1ccccc1. The target protein (P50613) has sequence MALDVKSRAKRYEKLDFLGEGQFATVYKARDKNTNQIVAIKKIKLGHRSEAKDGINRTALREIKLLQELSHPNIIGLLDAFGHKSNISLVFDFMETDLEVIIKDNSLVLTPSHIKAYMLMTLQGLEYLHQHWILHRDLKPNNLLLDENGVLKLADFGLAKSFGSPNRAYTHQVVTRWYRAPELLFGARMYGVGVDMWAVGCILAELLLRVPFLPGDSDLDQLTRIFETLGTPTEEQWPDMCSLPDYVTFKSFPGIPLHHIFSAAGDDLLDLIQGLFLFNPCARITATQALKMKYFSNRPGPTPGCQLPRPNCPVETLKEQSNPALAIKRKRTEALEQGGLPKKLIF. The KIBA score is 11.5. (2) The target protein (Q9BXA7) has sequence MDDAAVLKRRGYLLGINLGEGSYAKVKSAYSERLKFNVAIKIIDRKKAPADFLEKFLPREIEILAMLNHCSIIKTYEIFETSHGKVYIVMELAVQGDLLELIKTRGALHEDEARKKFHQLSLAIKYCHDLDVVHRDLKCDNLLLDKDFNIKLSDFSFSKRCLRDDSGRMALSKTFCGSPAYAAPEVLQGIPYQPKVYDIWSLGVILYIMVCGSMPYDDSNIKKMLRIQKEHRVNFPRSKHLTGECKDLIYHMLQPDVNRRLHIDEILSHCWMQPKARGSPSVAINKEGESSRGTEPLWTPEPGSDKKSATKLEPEGEAQPQAQPETKPEGTAMQMSRQSEILGFPSKPSTMETEEGPPQQPPETRAQ. The KIBA score is 11.9. The drug is Fc1ccc(-c2nc3occn3c2-c2ccnc(NC3CCNCC3)n2)cc1.